The task is: Predict the reactants needed to synthesize the given product.. This data is from Full USPTO retrosynthesis dataset with 1.9M reactions from patents (1976-2016). Given the product [Br-:1].[CH3:10][O:9][C:5]1[CH:4]=[C:3]([CH:8]=[CH:7][CH:6]=1)[CH2:2][P+:17]([C:18]1[CH:19]=[CH:20][CH:21]=[CH:22][CH:23]=1)([C:24]1[CH:29]=[CH:28][CH:27]=[CH:26][CH:25]=1)[C:11]1[CH:12]=[CH:13][CH:14]=[CH:15][CH:16]=1, predict the reactants needed to synthesize it. The reactants are: [Br:1][CH2:2][C:3]1[CH:8]=[CH:7][CH:6]=[C:5]([O:9][CH3:10])[CH:4]=1.[C:11]1([P:17]([C:24]2[CH:29]=[CH:28][CH:27]=[CH:26][CH:25]=2)[C:18]2[CH:23]=[CH:22][CH:21]=[CH:20][CH:19]=2)[CH:16]=[CH:15][CH:14]=[CH:13][CH:12]=1.